From a dataset of Reaction yield outcomes from USPTO patents with 853,638 reactions. Predict the reaction yield, written as a fraction of the theoretical maximum amount of product (1.0 means a 100% yield; for example, 0.34 means a 34% yield). The yield is 0.260. The product is [CH3:25][S:26][C:2]1[CH:3]=[CH:4][C:5]2[N:6]([C:8]([CH2:15][N:16]3[CH2:20][CH:19]([CH2:21][CH2:22][CH3:23])[CH2:18][C:17]3=[O:24])=[C:9]([C:11]([F:14])([F:13])[F:12])[N:10]=2)[N:7]=1. The reactants are Cl[C:2]1[CH:3]=[CH:4][C:5]2[N:6]([C:8]([CH2:15][N:16]3[CH2:20][CH:19]([CH2:21][CH2:22][CH3:23])[CH2:18][C:17]3=[O:24])=[C:9]([C:11]([F:14])([F:13])[F:12])[N:10]=2)[N:7]=1.[CH3:25][S-:26].[Na+].O.C(OCC)(=O)C. The catalyst is C1COCC1.